From a dataset of Full USPTO retrosynthesis dataset with 1.9M reactions from patents (1976-2016). Predict the reactants needed to synthesize the given product. (1) Given the product [Cl:1][C:2]1[N:10]=[C:9]2[C:5]([N:6]=[C:7]([C:30](=[O:32])[CH3:31])[N:8]2[CH:11]2[CH2:16][CH2:15][CH2:14][CH2:13][O:12]2)=[C:4]([N:17]2[CH2:22][CH2:21][O:20][CH2:19][CH2:18]2)[N:3]=1, predict the reactants needed to synthesize it. The reactants are: [Cl:1][C:2]1[N:10]=[C:9]2[C:5]([N:6]=[CH:7][N:8]2[CH:11]2[CH2:16][CH2:15][CH2:14][CH2:13][O:12]2)=[C:4]([N:17]2[CH2:22][CH2:21][O:20][CH2:19][CH2:18]2)[N:3]=1.[Li]CCCC.CN(OC)[C:30](=[O:32])[CH3:31].Cl. (2) Given the product [F:1][C:2]1[CH:10]=[CH:9][C:8]([C:11]2[CH:16]=[CH:15][CH:14]=[C:13]([F:17])[CH:12]=2)=[CH:7][C:3]=1[C:4]([NH:24][C:25]1[C:30]([F:31])=[CH:29][CH:28]=[C:27]([OH:32])[C:26]=1[CH3:33])=[O:6], predict the reactants needed to synthesize it. The reactants are: [F:1][C:2]1[CH:10]=[CH:9][C:8]([C:11]2[CH:16]=[CH:15][CH:14]=[C:13]([F:17])[CH:12]=2)=[CH:7][C:3]=1[C:4]([OH:6])=O.C(Cl)(C(Cl)=O)=O.[NH2:24][C:25]1[C:26]([CH3:33])=[C:27]([OH:32])[CH:28]=[CH:29][C:30]=1[F:31].O. (3) Given the product [F:23][C:14]1[CH:15]=[C:16]([C:19]([NH:21][CH3:22])=[O:20])[CH:17]=[CH:18][C:13]=1[NH:12][C:3]1[C:2]([F:1])=[C:10]([F:11])[CH:9]=[CH:8][C:4]=1[C:5]([NH:24][O:25][CH2:26][CH2:27][OH:28])=[O:7], predict the reactants needed to synthesize it. The reactants are: [F:1][C:2]1[C:3]([NH:12][C:13]2[CH:18]=[CH:17][C:16]([C:19]([NH:21][CH3:22])=[O:20])=[CH:15][C:14]=2[F:23])=[C:4]([CH:8]=[CH:9][C:10]=1[F:11])[C:5]([OH:7])=O.[NH2:24][O:25][CH2:26][CH2:27][OH:28].C[N+]1(C2N=C(OC)N=C(OC)N=2)CCOCC1.[Cl-]. (4) Given the product [F:30][C:31]([F:36])([F:35])[C:32]([O-:34])=[O:33].[C:1]([C:4]1[C:12]2[CH2:11][CH2:10][NH2+:9][CH2:8][C:7]=2[S:6][C:5]=1[NH:20][C:21](=[O:29])[C:22]1[CH:27]=[CH:26][CH:25]=[CH:24][C:23]=1[Cl:28])(=[O:3])[NH2:2], predict the reactants needed to synthesize it. The reactants are: [C:1]([C:4]1[C:12]2[CH2:11][CH2:10][N:9](C(OC(C)(C)C)=O)[CH2:8][C:7]=2[S:6][C:5]=1[NH:20][C:21](=[O:29])[C:22]1[CH:27]=[CH:26][CH:25]=[CH:24][C:23]=1[Cl:28])(=[O:3])[NH2:2].[F:30][C:31]([F:36])([F:35])[C:32]([OH:34])=[O:33]. (5) Given the product [CH3:5][O:4][C:2]([N:37]1[CH2:36][CH2:35][N:34]([C@H:32]2[CH2:33][C@@H:30]([N:22]3[C:23]4[N:24]=[CH:25][N:26]=[C:27]([NH2:29])[C:28]=4[C:20]([C:8]4[CH:9]=[C:10]([O:13][CH2:14][C@@H:15]5[CH2:19][CH2:18][CH2:17][O:16]5)[CH:11]=[CH:12][C:7]=4[F:6])=[CH:21]3)[CH2:31]2)[CH2:39][CH2:38]1)=[O:3], predict the reactants needed to synthesize it. The reactants are: Cl[C:2]([O:4][CH3:5])=[O:3].[F:6][C:7]1[CH:12]=[CH:11][C:10]([O:13][CH2:14][C@@H:15]2[CH2:19][CH2:18][CH2:17][O:16]2)=[CH:9][C:8]=1[C:20]1[C:28]2[C:27]([NH2:29])=[N:26][CH:25]=[N:24][C:23]=2[N:22]([C@H:30]2[CH2:33][C@@H:32]([N:34]3[CH2:39][CH2:38][NH:37][CH2:36][CH2:35]3)[CH2:31]2)[CH:21]=1.C(N(CC)CC)C. (6) Given the product [O:1]=[C:2]1[CH2:6][CH:5]([C:7]([O:9][C:5]([CH3:7])([CH3:6])[CH3:4])=[O:8])[CH2:4][N:3]1[C@@H:10]([C:12]1[CH:13]=[CH:14][CH:15]=[CH:16][CH:17]=1)[CH3:11], predict the reactants needed to synthesize it. The reactants are: [O:1]=[C:2]1[CH2:6][CH:5]([C:7]([OH:9])=[O:8])[CH2:4][N:3]1[C@@H:10]([C:12]1[CH:17]=[CH:16][CH:15]=[CH:14][CH:13]=1)[CH3:11]. (7) Given the product [C:1]([C:3]1[CH:8]=[CH:7][C:6]([NH:9][C:10]2[N:15]=[C:14]([NH:16][CH2:17][CH2:18][CH3:19])[C:13]([C:20]([NH:22][C:23]3[CH:28]=[CH:27][CH:26]=[C:25]([NH:29][C:30](=[O:35])[C@@H:31]([N:33]([CH3:34])[C:42](=[O:43])/[CH:41]=[CH:40]/[CH2:39][N:38]([CH3:45])[CH3:37])[CH3:32])[CH:24]=3)=[O:21])=[CH:12][N:11]=2)=[CH:5][CH:4]=1)#[N:2], predict the reactants needed to synthesize it. The reactants are: [C:1]([C:3]1[CH:8]=[CH:7][C:6]([NH:9][C:10]2[N:15]=[C:14]([NH:16][CH2:17][CH2:18][CH3:19])[C:13]([C:20]([NH:22][C:23]3[CH:28]=[CH:27][CH:26]=[C:25]([NH:29][C:30](=[O:35])[C@@H:31]([NH:33][CH3:34])[CH3:32])[CH:24]=3)=[O:21])=[CH:12][N:11]=2)=[CH:5][CH:4]=1)#[N:2].Cl.[CH3:37][N:38]([CH3:45])[CH2:39]/[CH:40]=[CH:41]/[C:42](O)=[O:43].Cl.C(N=C=NCCCN(C)C)C.C(=O)([O-])O.[Na+].